Predict the reactants needed to synthesize the given product. From a dataset of Full USPTO retrosynthesis dataset with 1.9M reactions from patents (1976-2016). Given the product [Cl:87][C:45]([Cl:44])([Cl:88])[C:46]([O:49][C:50]([N:52]1[CH:57]2[C:58]([C:79]([OH:81])=[O:80])=[C:59]([C:61]3[CH:62]=[CH:63][C:64]([O:67][CH2:68][CH2:69][O:70][C:71]4[CH:76]=[C:75]([F:77])[CH:74]=[CH:73][C:72]=4[Cl:78])=[CH:65][CH:66]=3)[CH2:60][CH:53]1[CH2:54][N:55]([C:84](=[O:86])[CH3:85])[CH2:56]2)=[O:51])([CH3:48])[CH3:47], predict the reactants needed to synthesize it. The reactants are: ClC(Cl)(Cl)C(OC(N1C2C(C(O)=O)=C(C3C=CC(OCCOC4C=C(F)C=CC=4Br)=CC=3)CC1CN(C(=O)C)C2)=O)(C)C.[Cl:44][C:45]([Cl:88])([Cl:87])[C:46]([O:49][C:50]([N:52]1[CH:57]2[C:58]([C:79]([O:81]CC)=[O:80])=[C:59]([C:61]3[CH:66]=[CH:65][C:64]([O:67][CH2:68][CH2:69][O:70][C:71]4[CH:76]=[C:75]([F:77])[CH:74]=[CH:73][C:72]=4[Cl:78])=[CH:63][CH:62]=3)[CH2:60][CH:53]1[CH2:54][N:55]([C:84](=[O:86])[CH3:85])[CH2:56]2)=[O:51])([CH3:48])[CH3:47].[OH-].[Na+].